Task: Predict the reaction yield, written as a fraction of the theoretical maximum amount of product (1.0 means a 100% yield; for example, 0.34 means a 34% yield).. Dataset: Reaction yield outcomes from USPTO patents with 853,638 reactions (1) The reactants are C([O:3][C:4]([C:6]1[C:11]([NH:12][C:13]2[CH:18]=[CH:17][C:16]([CH3:19])=[CH:15][C:14]=2[F:20])=[C:10]([CH3:21])[C:9](=[O:22])[N:8]([CH3:23])[C:7]=1[CH2:24]Br)=O)C.[NH3:26]. The catalyst is CO. The product is [F:20][C:14]1[CH:15]=[C:16]([CH3:19])[CH:17]=[CH:18][C:13]=1[NH:12][C:11]1[C:6]2[C:4](=[O:3])[NH:26][CH2:24][C:7]=2[N:8]([CH3:23])[C:9](=[O:22])[C:10]=1[CH3:21]. The yield is 0.460. (2) The reactants are [C:1](=[O:19])([O:17][CH3:18])[O:2][C:3]1[C:8]([N+:9]([O-])=O)=[CH:7][C:6]([F:12])=[CH:5][C:4]=1[C:13]([CH3:16])([CH3:15])[CH3:14].C([O-])=O.[NH4+]. The catalyst is CCO.[Pd]. The product is [C:1](=[O:19])([O:17][CH3:18])[O:2][C:3]1[C:8]([NH2:9])=[CH:7][C:6]([F:12])=[CH:5][C:4]=1[C:13]([CH3:14])([CH3:15])[CH3:16]. The yield is 0.270. (3) The reactants are [CH3:1][N:2]([CH3:26])[CH2:3][CH2:4][NH:5][CH2:6][C:7]1[CH:8]=[C:9]([C:13]2[O:14][C:15]3[C:21]([C:22](OC)=[O:23])=[CH:20][CH:19]=[CH:18][C:16]=3[N:17]=2)[CH:10]=[CH:11][CH:12]=1.O.[NH4+:28]. The catalyst is C(O)C. The product is [CH3:1][N:2]([CH3:26])[CH2:3][CH2:4][NH:5][CH2:6][C:7]1[CH:8]=[C:9]([C:13]2[O:14][C:15]3[C:21]([C:22]([NH2:28])=[O:23])=[CH:20][CH:19]=[CH:18][C:16]=3[N:17]=2)[CH:10]=[CH:11][CH:12]=1. The yield is 0.110. (4) The reactants are FC1(F)CC1CN1CCN(C2SC(C(O)=O)=C(C)N=2)C1=O.[F:22][C:23]1[CH:44]=[CH:43][C:26]([CH2:27][N:28]2[CH2:32][CH2:31][N:30]([C:33]3[S:34][C:35]([C:39](O)=[O:40])=[C:36]([CH3:38])[N:37]=3)[C:29]2=[O:42])=[CH:25][CH:24]=1.[CH:45]([C:48]1[S:49][CH:50]=[C:51]([CH2:53][NH2:54])[N:52]=1)([CH3:47])[CH3:46]. No catalyst specified. The product is [F:22][C:23]1[CH:44]=[CH:43][C:26]([CH2:27][N:28]2[CH2:32][CH2:31][N:30]([C:33]3[S:34][C:35]([C:39]([NH:54][CH2:53][C:51]4[N:52]=[C:48]([CH:45]([CH3:47])[CH3:46])[S:49][CH:50]=4)=[O:40])=[C:36]([CH3:38])[N:37]=3)[C:29]2=[O:42])=[CH:25][CH:24]=1. The yield is 0.680. (5) The reactants are [N:1]1[CH:6]=[CH:5][CH:4]=[C:3]([O:7][CH:8]2[CH2:12][CH2:11][N:10](C(OC(C)(C)C)=O)[CH2:9]2)[CH:2]=1.[ClH:20]. The catalyst is ClCCl.O1CCOCC1. The product is [ClH:20].[NH:10]1[CH2:11][CH2:12][CH:8]([O:7][C:3]2[CH:2]=[N:1][CH:6]=[CH:5][CH:4]=2)[CH2:9]1. The yield is 0.580.